This data is from NCI-60 drug combinations with 297,098 pairs across 59 cell lines. The task is: Regression. Given two drug SMILES strings and cell line genomic features, predict the synergy score measuring deviation from expected non-interaction effect. Drug 1: C1=CC(=C2C(=C1NCCNCCO)C(=O)C3=C(C=CC(=C3C2=O)O)O)NCCNCCO. Drug 2: CN(CC1=CN=C2C(=N1)C(=NC(=N2)N)N)C3=CC=C(C=C3)C(=O)NC(CCC(=O)O)C(=O)O. Cell line: NCI-H460. Synergy scores: CSS=62.6, Synergy_ZIP=-4.76, Synergy_Bliss=-5.32, Synergy_Loewe=-2.56, Synergy_HSA=2.31.